Dataset: Full USPTO retrosynthesis dataset with 1.9M reactions from patents (1976-2016). Task: Predict the reactants needed to synthesize the given product. (1) Given the product [CH3:20][C:19]1[C:12]2[C:11]([NH:9][C:4]3[CH:5]=[CH:6][CH:7]=[CH:8][C:3]=3[S:2][CH3:1])=[N:16][CH:15]=[N:14][C:13]=2[S:17][C:18]=1[CH3:21], predict the reactants needed to synthesize it. The reactants are: [CH3:1][S:2][C:3]1[CH:8]=[CH:7][CH:6]=[CH:5][C:4]=1[NH2:9].Cl[C:11]1[C:12]2[C:19]([CH3:20])=[C:18]([CH3:21])[S:17][C:13]=2[N:14]=[CH:15][N:16]=1.CC(O)C.[OH-].[NH4+]. (2) Given the product [N:34]1([CH2:31][C:32]#[C:33][C:2]2[S:6][C:5]([C:7]([C:25]3[S:26][C:27]([C:33]#[C:32][CH2:31][N:34]4[CH2:39][CH2:38][O:37][CH2:36][CH2:35]4)=[CH:28][CH:29]=3)=[CH:8][CH2:9][S:10][C:11]3[CH:23]=[CH:22][C:14]([O:15][CH2:16][C:17]([O:19][CH2:20][CH3:21])=[O:18])=[C:13]([CH3:24])[CH:12]=3)=[CH:4][CH:3]=2)[CH2:39][CH2:38][O:37][CH2:36][CH2:35]1, predict the reactants needed to synthesize it. The reactants are: Br[C:2]1[S:6][C:5]([C:7]([C:25]2[S:26][C:27](Br)=[CH:28][CH:29]=2)=[CH:8][CH2:9][S:10][C:11]2[CH:23]=[CH:22][C:14]([O:15][CH2:16][C:17]([O:19][CH2:20][CH3:21])=[O:18])=[C:13]([CH3:24])[CH:12]=2)=[CH:4][CH:3]=1.[CH2:31]([N:34]1[CH2:39][CH2:38][O:37][CH2:36][CH2:35]1)[C:32]#[CH:33].